This data is from Forward reaction prediction with 1.9M reactions from USPTO patents (1976-2016). The task is: Predict the product of the given reaction. (1) Given the reactants [Cl:1][C:2]1[C:7]([N+:8]([O-:10])=[O:9])=[CH:6][CH:5]=[CH:4][C:3]=1[C:11]1[O:12][C:13]2[C:18]([C:19](=[O:21])[CH:20]=1)=[C:17]([O:22]C)[CH:16]=[C:15]([O:24]C)[C:14]=2[C@@H:26]1[CH2:30][CH2:29][N:28]([CH3:31])[C@H:27]1[CH2:32][OH:33].Cl.N1C=CC=CC=1.C([O-])([O-])=O.[Na+].[Na+], predict the reaction product. The product is: [Cl:1][C:2]1[C:7]([N+:8]([O-:10])=[O:9])=[CH:6][CH:5]=[CH:4][C:3]=1[C:11]1[O:12][C:13]2[C:18]([C:19](=[O:21])[CH:20]=1)=[C:17]([OH:22])[CH:16]=[C:15]([OH:24])[C:14]=2[C@@H:26]1[CH2:30][CH2:29][N:28]([CH3:31])[C@H:27]1[CH2:32][OH:33]. (2) Given the reactants Br[C:2]1[CH:3]=[CH:4][C:5]([C:8]([F:11])([F:10])[F:9])=[N:6][CH:7]=1.C([Mg]Cl)(C)C.[CH:17]1[C:26]2[C:21](=[CH:22][CH:23]=[CH:24][CH:25]=2)[CH2:20][CH2:19][N:18]=1.Cl[C:28]([O:30][CH2:31][C:32]1[CH:37]=[CH:36][CH:35]=[CH:34][CH:33]=1)=[O:29], predict the reaction product. The product is: [F:9][C:8]([F:11])([F:10])[C:5]1[N:6]=[CH:7][C:2]([CH:17]2[C:26]3[C:21](=[CH:22][CH:23]=[CH:24][CH:25]=3)[CH2:20][CH2:19][N:18]2[C:28]([O:30][CH2:31][C:32]2[CH:37]=[CH:36][CH:35]=[CH:34][CH:33]=2)=[O:29])=[CH:3][CH:4]=1. (3) The product is: [C:1]1([C:19]2[CH:24]=[CH:23][CH:22]=[CH:21][CH:20]=2)[CH:2]=[CH:3][C:4]([CH2:7][NH:8][C:9]([C:11]2[S:12][C:13]([NH2:16])=[CH:14][CH:15]=2)=[O:10])=[CH:5][CH:6]=1. Given the reactants [C:1]1([C:19]2[CH:24]=[CH:23][CH:22]=[CH:21][CH:20]=2)[CH:6]=[CH:5][C:4]([CH2:7][NH:8][C:9]([C:11]2[S:12][C:13]([N+:16]([O-])=O)=[CH:14][CH:15]=2)=[O:10])=[CH:3][CH:2]=1.ClCCl.[H][H], predict the reaction product. (4) Given the reactants [O:1]=[C:2]1[C:6]([C:13]2[CH:18]=[CH:17][CH:16]=[CH:15][CH:14]=2)([C:7]2[CH:12]=[CH:11][CH:10]=[CH:9][CH:8]=2)[CH2:5][CH2:4][N:3]1[CH2:19][C:20](O)=[O:21].FC1C=CC(C2(C3C=CC(F)=CC=3)CCN(CC(O)=O)C2=O)=CC=1.O[NH:48]/[C:49](/[C:52]1[CH:57]=[N:56][CH:55]=[CH:54][N:53]=1)=[N:50]\[H].ON/C(=N\[H])/C1C=CC(C(F)(F)F)=CC=1, predict the reaction product. The product is: [C:13]1([C:6]2([C:7]3[CH:12]=[CH:11][CH:10]=[CH:9][CH:8]=3)[CH2:5][CH2:4][N:3]([CH2:19][C:20]3[O:21][N:50]=[C:49]([C:52]4[CH:57]=[N:56][CH:55]=[CH:54][N:53]=4)[N:48]=3)[C:2]2=[O:1])[CH:14]=[CH:15][CH:16]=[CH:17][CH:18]=1. (5) The product is: [O:4]=[C:5]1[CH2:10][CH2:9][CH:8]([C:11]2[N:16]=[CH:15][C:14]([NH:17][C:18](=[O:27])[O:19][CH2:20][C:21]3[CH:26]=[CH:25][CH:24]=[CH:23][CH:22]=3)=[CH:13][CH:12]=2)[CH2:7][CH2:6]1. Given the reactants O1[C:5]2([CH2:10][CH2:9][CH:8]([C:11]3[N:16]=[CH:15][C:14]([NH:17][C:18](=[O:27])[O:19][CH2:20][C:21]4[CH:26]=[CH:25][CH:24]=[CH:23][CH:22]=4)=[CH:13][CH:12]=3)[CH2:7][CH2:6]2)[O:4]CC1.C(O)(C(F)(F)F)=O.[OH-].[Na+], predict the reaction product. (6) The product is: [N:35]([CH2:17][CH2:16][O:15][C:13]1[CH:12]=[CH:11][CH:10]=[C:9]2[C:14]=1[NH:6][N:7]=[C:8]2[S:19]([C:22]1[C:31]2[C:26](=[CH:27][CH:28]=[CH:29][CH:30]=2)[CH:25]=[CH:24][CH:23]=1)(=[O:20])=[O:21])=[N+:36]=[N-:37]. Given the reactants ClC1C=C(C=CC=1)C[N:6]1[C:14]2[C:9](=[CH:10][CH:11]=[CH:12][C:13]=2[O:15][CH2:16][CH2:17]Cl)[C:8]([S:19]([C:22]2[C:31]3[C:26](=[CH:27][CH:28]=[CH:29][CH:30]=3)[CH:25]=[CH:24][CH:23]=2)(=[O:21])=[O:20])=[N:7]1.[N-:35]=[N+:36]=[N-:37].[Na+], predict the reaction product. (7) Given the reactants Br[C:2]1[N:7]=[C:6]([CH:8]=[O:9])[CH:5]=[CH:4][CH:3]=1.[F:10][C:11]([F:26])([F:25])[C:12]1[CH:17]=[C:16]([C:18]([F:21])([F:20])[F:19])[CH:15]=[CH:14][C:13]=1B(O)O.C(=O)([O-])[O-].[Cs+].[Cs+], predict the reaction product. The product is: [F:10][C:11]([F:25])([F:26])[C:12]1[CH:17]=[C:16]([C:18]([F:19])([F:20])[F:21])[CH:15]=[CH:14][C:13]=1[C:2]1[N:7]=[C:6]([CH:8]=[O:9])[CH:5]=[CH:4][CH:3]=1. (8) Given the reactants [CH3:1][O:2][C:3](=[O:21])[CH2:4][C:5]1[CH:10]=[C:9]([OH:11])[CH:8]=[C:7]([O:12][CH2:13][C:14]2[CH:19]=[CH:18][C:17]([F:20])=[CH:16][CH:15]=2)[CH:6]=1.N1C=CC=CC=1.[F:28][C:29]([F:42])([F:41])[S:30](O[S:30]([C:29]([F:42])([F:41])[F:28])(=[O:32])=[O:31])(=[O:32])=[O:31], predict the reaction product. The product is: [CH3:1][O:2][C:3](=[O:21])[CH2:4][C:5]1[CH:10]=[C:9]([O:11][S:30]([C:29]([F:42])([F:41])[F:28])(=[O:32])=[O:31])[CH:8]=[C:7]([O:12][CH2:13][C:14]2[CH:15]=[CH:16][C:17]([F:20])=[CH:18][CH:19]=2)[CH:6]=1.